Predict the product of the given reaction. From a dataset of Forward reaction prediction with 1.9M reactions from USPTO patents (1976-2016). (1) Given the reactants [C:1]1([P:7]([C:19]2[CH:24]=[CH:23][CH:22]=[CH:21][CH:20]=2)([CH:9]2[CH2:14][CH:13]3[CH2:15][C@H:11]([C:12]3([CH3:17])[CH3:16])[C:10]2=[CH2:18])=[O:8])[CH:6]=[CH:5][CH:4]=[CH:3][CH:2]=1.C1C[O:28]CC1, predict the reaction product. The product is: [C:1]1([P:7]([C:19]2[CH:24]=[CH:23][CH:22]=[CH:21][CH:20]=2)([C@@H:9]2[CH2:14][CH:13]3[CH2:15][CH:11]([C:12]3([CH3:16])[CH3:17])[C@@H:10]2[CH2:18][OH:28])=[O:8])[CH:2]=[CH:3][CH:4]=[CH:5][CH:6]=1. (2) Given the reactants [Cl:1][CH:2]1[N:7](Cl)[CH:6]=[CH:5][N:4]=[CH:3]1.CN(C=O)C.[C:14]([O:18][C:19]([N:21]1[CH2:26][CH2:25][NH:24][CH2:23][CH2:22]1)=[O:20])([CH3:17])([CH3:16])[CH3:15], predict the reaction product. The product is: [C:14]([O:18][C:19]([N:21]1[CH2:26][CH2:25][N:24]([C:3]2[C:2]([Cl:1])=[N:7][CH:6]=[CH:5][N:4]=2)[CH2:23][CH2:22]1)=[O:20])([CH3:17])([CH3:15])[CH3:16]. (3) Given the reactants [F:1][C:2]([F:18])([F:17])[O:3][C:4]1[CH:16]=[CH:15][C:7]([CH2:8][CH:9]2[CH2:14][CH2:13][NH:12][CH2:11][CH2:10]2)=[CH:6][CH:5]=1.[C:19]1(=O)[CH2:24][CH2:23][C:22](=[O:25])[CH2:21][CH2:20]1, predict the reaction product. The product is: [F:18][C:2]([F:17])([F:1])[O:3][C:4]1[CH:5]=[CH:6][C:7]([CH2:8][CH:9]2[CH2:14][CH2:13][N:12]([C:19]3[CH:24]=[CH:23][C:22]([OH:25])=[CH:21][CH:20]=3)[CH2:11][CH2:10]2)=[CH:15][CH:16]=1. (4) Given the reactants [CH3:1][O:2][C:3]1[C@H:4]([CH:11]([CH3:13])[CH3:12])[N:5]=[C:6]([O:9][CH3:10])[CH2:7][N:8]=1.[Br:14][C:15]1[C:22]([F:23])=[CH:21][C:18]([CH2:19]Br)=[C:17]([F:24])[CH:16]=1, predict the reaction product. The product is: [CH3:1][O:2][C:3]1[C@H:4]([CH:11]([CH3:13])[CH3:12])[N:5]=[C:6]([O:9][CH3:10])[C@@H:7]([CH2:19][C:18]2[CH:21]=[C:22]([F:23])[C:15]([Br:14])=[CH:16][C:17]=2[F:24])[N:8]=1.